The task is: Predict the reaction yield, written as a fraction of the theoretical maximum amount of product (1.0 means a 100% yield; for example, 0.34 means a 34% yield).. This data is from Reaction yield outcomes from USPTO patents with 853,638 reactions. (1) The reactants are [CH3:1][O:2][C:3](=[O:13])[C:4]1[CH:9]=[CH:8][C:7]([CH2:10]Br)=[N:6][C:5]=1[Cl:12].[CH:14]([NH2:16])=[O:15].[CH:17](N)=[O:18].[Na]. The catalyst is CN(C=O)C. The product is [CH3:1][O:2][C:3](=[O:13])[C:4]1[CH:9]=[CH:8][C:7]([CH2:10][N:16]([CH:17]=[O:18])[CH:14]=[O:15])=[N:6][C:5]=1[Cl:12]. The yield is 0.330. (2) The catalyst is C(N(CC)CC)C. The reactants are [C:1]([C:3]1[C:7]2[CH:8]=[C:9]([O:12][CH3:13])[CH:10]=[CH:11][C:6]=2[O:5][C:4]=1[CH:14]([NH:21][C:22]1[CH:30]=[CH:29][C:25](C(O)=O)=[CH:24][CH:23]=1)[CH:15]1[CH2:20][CH2:19][CH2:18][CH2:17][CH2:16]1)#[N:2].CNC[CH2:34][C:35]([O:37][CH2:38][CH3:39])=[O:36].O.ON1C2C=CC=CC=2N=N1.Cl.C(N=C=NCCCN(C)C)C.Cl.[CH3:64][N:65]([CH3:68])[CH:66]=[O:67]. The yield is 0.820. The product is [C:1]([C:3]1[C:7]2[CH:8]=[C:9]([O:12][CH3:13])[CH:10]=[CH:11][C:6]=2[O:5][C:4]=1[CH:14]([NH:21][C:22]1[CH:30]=[CH:29][C:25]([C:66]([N:65]([CH3:68])[CH2:64][CH2:34][C:35]([O:37][CH2:38][CH3:39])=[O:36])=[O:67])=[CH:24][CH:23]=1)[CH:15]1[CH2:20][CH2:19][CH2:18][CH2:17][CH2:16]1)#[N:2]. (3) The reactants are Br[CH2:2][C:3]([NH:5][C@@:6]([C:13]1[CH:18]=[C:17]([Br:19])[CH:16]=[CH:15][C:14]=1[F:20])([CH3:12])[C:7]([F:11])([F:10])[CH2:8][OH:9])=[O:4].CCCCCCC. The catalyst is C(OCC)(=O)C. The product is [Br:19][C:17]1[CH:16]=[CH:15][C:14]([F:20])=[C:13]([C@:6]2([CH3:12])[C:7]([F:11])([F:10])[CH2:8][O:9][CH2:2][C:3](=[O:4])[NH:5]2)[CH:18]=1. The yield is 0.650. (4) The catalyst is CO. The product is [N:1]1([CH2:6][CH2:7][O:8][C:9]2[CH:10]=[C:11]3[C:16](=[CH:17][CH:18]=2)[CH:15]=[C:14]([C:19]2[C:27]4[C:22](=[CH:23][CH:24]=[C:25]([C:28]5[N:32]=[CH:31][NH:30][N:29]=5)[CH:26]=4)[NH:21][N:20]=2)[CH:13]=[CH:12]3)[CH2:5][CH2:4][CH2:3][CH2:2]1. The yield is 0.0800. The reactants are [N:1]1([CH2:6][CH2:7][O:8][C:9]2[CH:10]=[C:11]3[C:16](=[CH:17][CH:18]=2)[CH:15]=[C:14]([C:19]2[C:27]4[C:22](=[CH:23][CH:24]=[C:25]([C:28]5[N:32]=[CH:31][N:30](C(C6C=CC=CC=6)(C6C=CC=CC=6)C6C=CC=CC=6)[N:29]=5)[CH:26]=4)[N:21](C4CCCCO4)[N:20]=2)[CH:13]=[CH:12]3)[CH2:5][CH2:4][CH2:3][CH2:2]1.Cl. (5) The reactants are [NH:1]1[C:9]2[C:4](=[CH:5][CH:6]=[CH:7][CH:8]=2)[CH:3]=[CH:2]1.Br[C:11]1[CH:16]=[CH:15][C:14]([CH3:17])=[CH:13][CH:12]=1.[O-]P([O-])([O-])=O.[K+].[K+].[K+].[C@@H]1(N)CCCC[C@H]1N. The catalyst is [Cu]I.CCCCCC.C(OCC)(=O)C.O1CCOCC1. The product is [CH3:17][C:14]1[CH:15]=[CH:16][C:11]([N:1]2[C:9]3[C:4](=[CH:5][CH:6]=[CH:7][CH:8]=3)[CH:3]=[CH:2]2)=[CH:12][CH:13]=1. The yield is 0.950. (6) The reactants are [OH:1][C:2]1[C:7]([NH:8]/[N:9]=[C:10]2/[C:11]([CH3:26])=[N:12][N:13]([C:16]3[CH:25]=[CH:24][C:23]4[CH2:22][CH2:21][CH2:20][CH2:19][C:18]=4[CH:17]=3)[C:14]/2=[O:15])=[CH:6][CH:5]=[CH:4][C:3]=1[C:27]1[CH:28]=[C:29]([C:32]([OH:34])=[O:33])[O:30][CH:31]=1. The catalyst is O1CCCC1. The product is [CH2:2]([CH2:7][NH2:8])[OH:1].[CH2:2]([CH2:7][NH2:8])[OH:1].[OH:1][C:2]1[C:7]([NH:8]/[N:9]=[C:10]2/[C:11]([CH3:26])=[N:12][N:13]([C:16]3[CH:25]=[CH:24][C:23]4[CH2:22][CH2:21][CH2:20][CH2:19][C:18]=4[CH:17]=3)[C:14]/2=[O:15])=[CH:6][CH:5]=[CH:4][C:3]=1[C:27]1[CH:28]=[C:29]([C:32]([OH:34])=[O:33])[O:30][CH:31]=1. The yield is 0.728.